This data is from Catalyst prediction with 721,799 reactions and 888 catalyst types from USPTO. The task is: Predict which catalyst facilitates the given reaction. (1) Reactant: [NH2:1][C:2]1[CH:3]=[C:4]([CH:9]=[CH:10][CH:11]=1)[C:5]([O:7]C)=[O:6].O=[C:13]1[CH2:17][CH2:16][CH2:15][CH:14]1[C:18](OC)=[O:19].[O-]S([O-])(=O)=O.[Mg+2]. Product: [O:19]=[C:18]1[C:3]2[C:4]([C:5]([OH:7])=[O:6])=[CH:9][CH:10]=[CH:11][C:2]=2[NH:1][C:13]2[CH2:17][CH2:16][CH2:15][C:14]1=2. The catalyst class is: 240. (2) Reactant: [F:1][C:2]1[CH:7]=[C:6]([F:8])[CH:5]=[CH:4][C:3]=1[OH:9].C(=O)([O-])[O-].[Cs+].[Cs+].[CH2:16]([O:18][C:19](=[O:37])[CH:20](Br)[C:21]1[CH:26]=[CH:25][C:24]([S:27]([N:30]2[CH2:35][CH2:34][CH2:33][CH2:32][CH2:31]2)(=[O:29])=[O:28])=[CH:23][CH:22]=1)[CH3:17]. Product: [CH2:16]([O:18][C:19](=[O:37])[CH:20]([O:9][C:3]1[CH:4]=[CH:5][C:6]([F:8])=[CH:7][C:2]=1[F:1])[C:21]1[CH:22]=[CH:23][C:24]([S:27]([N:30]2[CH2:31][CH2:32][CH2:33][CH2:34][CH2:35]2)(=[O:28])=[O:29])=[CH:25][CH:26]=1)[CH3:17]. The catalyst class is: 47. (3) Reactant: C(OC(=O)[NH:7][CH2:8][C@@H:9]([NH:25][C:26](=[O:39])/[CH:27]=[CH:28]/[C:29]1[CH:34]=[C:33]([C:35]#[N:36])[CH:32]=[CH:31][C:30]=1[O:37][CH3:38])[CH2:10][N:11]1[CH2:16][CH2:15][CH:14]([O:17][C:18]2[CH:23]=[CH:22][C:21]([F:24])=[CH:20][CH:19]=2)[CH2:13][CH2:12]1)(C)(C)C.Cl. Product: [NH2:7][CH2:8][C@@H:9]([NH:25][C:26](=[O:39])/[CH:27]=[CH:28]/[C:29]1[CH:34]=[C:33]([C:35]#[N:36])[CH:32]=[CH:31][C:30]=1[O:37][CH3:38])[CH2:10][N:11]1[CH2:16][CH2:15][CH:14]([O:17][C:18]2[CH:19]=[CH:20][C:21]([F:24])=[CH:22][CH:23]=2)[CH2:13][CH2:12]1. The catalyst class is: 135. (4) Reactant: [CH3:1][C@@H:2]1[N:6]2[C:7]3[C:16]4[C:11](=[CH:12][CH:13]=[CH:14][CH:15]=4)[N+:10]([O-])=[CH:9][C:8]=3[N:18]=[C:5]2[N:4]([C:19]([O:21][C:22]([CH3:25])([CH3:24])[CH3:23])=[O:20])[CH2:3]1.[OH-].[NH4+:27].C1(C)C=CC(S(Cl)(=O)=O)=CC=1.O. Product: [NH2:27][C:9]1[C:8]2[N:18]=[C:5]3[N:4]([C:19]([O:21][C:22]([CH3:23])([CH3:25])[CH3:24])=[O:20])[CH2:3][C@H:2]([CH3:1])[N:6]3[C:7]=2[C:16]2[C:11](=[CH:12][CH:13]=[CH:14][CH:15]=2)[N:10]=1. The catalyst class is: 366. (5) Reactant: Cl.[NH2:2][CH2:3][C:4]1[CH:5]=[C:6]2[C:10](=[CH:11][CH:12]=1)[C:9](=[O:13])[N:8]([CH:14]1[CH2:19][CH2:18][C:17](=[O:20])[NH:16][C:15]1=[O:21])[CH2:7]2.[F:22][C:23]([F:37])([C:27]1[CH:32]=[CH:31][CH:30]=[CH:29][C:28]=1[O:33][CH2:34][CH2:35][OH:36])[C:24](O)=[O:25].C(N(CC)C(C)C)(C)C.F[P-](F)(F)(F)(F)F.CN(C(N(C)C)=[N+]1C2C(=NC=CC=2)[N+]([O-])=N1)C. Product: [O:21]=[C:15]1[CH:14]([N:8]2[CH2:7][C:6]3[C:10](=[CH:11][CH:12]=[C:4]([CH2:3][NH:2][C:24](=[O:25])[C:23]([F:37])([F:22])[C:27]4[CH:32]=[CH:31][CH:30]=[CH:29][C:28]=4[O:33][CH2:34][CH2:35][OH:36])[CH:5]=3)[C:9]2=[O:13])[CH2:19][CH2:18][C:17](=[O:20])[NH:16]1. The catalyst class is: 35. (6) Reactant: [C:1]([C:3]1[CH:31]=[CH:30][C:6]([CH2:7][CH:8](/[CH:21]=[CH:22]/[C:23]2[CH:28]=[CH:27][CH:26]=[CH:25][C:24]=2[OH:29])[CH2:9][CH2:10][C:11]2[CH:20]=[CH:19][C:14]([C:15]([O:17][CH3:18])=[O:16])=[CH:13][CH:12]=2)=[CH:5][CH:4]=1)#[N:2].Cl[CH2:33][C:34]1[CH:39]=[CH:38][C:37]([C:40]([F:49])([C:45]([F:48])([F:47])[F:46])[C:41]([F:44])([F:43])[F:42])=[CH:36][CH:35]=1.C(=O)([O-])[O-].[K+].[K+]. Product: [C:1]([C:3]1[CH:4]=[CH:5][C:6]([CH2:7][CH:8](/[CH:21]=[CH:22]/[C:23]2[CH:28]=[CH:27][CH:26]=[CH:25][C:24]=2[O:29][CH2:33][C:34]2[CH:35]=[CH:36][C:37]([C:40]([F:49])([C:41]([F:42])([F:43])[F:44])[C:45]([F:47])([F:48])[F:46])=[CH:38][CH:39]=2)[CH2:9][CH2:10][C:11]2[CH:20]=[CH:19][C:14]([C:15]([O:17][CH3:18])=[O:16])=[CH:13][CH:12]=2)=[CH:30][CH:31]=1)#[N:2]. The catalyst class is: 10. (7) Reactant: [F:1][C:2]1[C:7]([C:8]2[CH:13]=[CH:12][CH:11]=[C:10]([CH2:14][N:15]3[CH2:20][CH2:19][NH:18][C@@H:17]([CH3:21])[CH2:16]3)[CH:9]=2)=[CH:6][C:5]([CH2:22][NH:23][C:24](=O)[C:25]2[CH:30]=[CH:29][CH:28]=[C:27]([CH2:31][CH:32]3[CH2:37][CH2:36][NH:35][CH2:34][CH2:33]3)[CH:26]=2)=[CH:4][CH:3]=1.[H-].[Al+3].[Li+].[H-].[H-].[H-]. Product: [F:1][C:2]1[C:7]([C:8]2[CH:13]=[CH:12][CH:11]=[C:10]([CH2:14][N:15]3[CH2:20][CH2:19][NH:18][C@@H:17]([CH3:21])[CH2:16]3)[CH:9]=2)=[CH:6][C:5]([CH2:22][NH:23][CH2:24][C:25]2[CH:30]=[CH:29][CH:28]=[C:27]([CH2:31][CH:32]3[CH2:37][CH2:36][NH:35][CH2:34][CH2:33]3)[CH:26]=2)=[CH:4][CH:3]=1. The catalyst class is: 1.